Dataset: Reaction yield outcomes from USPTO patents with 853,638 reactions. Task: Predict the reaction yield, written as a fraction of the theoretical maximum amount of product (1.0 means a 100% yield; for example, 0.34 means a 34% yield). (1) The reactants are [NH2:1][C:2]1[S:3][CH2:4][C@@H:5]2[C@@H:10]([C:11]([F:14])([F:13])[CH3:12])[O:9][CH2:8][C@:6]2([C:15]2[CH:16]=[C:17]([NH:22][C:23]([C:25]3[CH:30]=[N:29][C:28]([N:31]4[CH:35]=[N:34][CH:33]=[N:32]4)=[CH:27][N:26]=3)=[O:24])[CH:18]=[CH:19][C:20]=2[F:21])[N:7]=1.[C:36]([OH:42])(=[O:41])[CH2:37][C:38]([OH:40])=[O:39]. The catalyst is C(O)C.O. The product is [C:36]([OH:42])(=[O:41])[CH2:37][C:38]([OH:40])=[O:39].[NH2:1][C:2]1[S:3][CH2:4][C@@H:5]2[C@@H:10]([C:11]([F:13])([F:14])[CH3:12])[O:9][CH2:8][C@:6]2([C:15]2[CH:16]=[C:17]([NH:22][C:23]([C:25]3[CH:30]=[N:29][C:28]([N:31]4[CH:35]=[N:34][CH:33]=[N:32]4)=[CH:27][N:26]=3)=[O:24])[CH:18]=[CH:19][C:20]=2[F:21])[N:7]=1. The yield is 0.800. (2) The reactants are [Cl:1][C:2]1[CH:7]=[C:6](/[CH:8]=[CH:9]/[CH:10]([C:15]2[CH:20]=[C:19]([Cl:21])[C:18]([Cl:22])=[C:17]([Cl:23])[CH:16]=2)[C:11]([F:14])([F:13])[F:12])[CH:5]=[CH:4][C:3]=1[CH2:24][NH2:25].[CH3:26][N:27]([CH3:31])[C:28](Cl)=[O:29]. The catalyst is C(Cl)Cl. The product is [Cl:1][C:2]1[CH:7]=[C:6](/[CH:8]=[CH:9]/[CH:10]([C:15]2[CH:20]=[C:19]([Cl:21])[C:18]([Cl:22])=[C:17]([Cl:23])[CH:16]=2)[C:11]([F:14])([F:13])[F:12])[CH:5]=[CH:4][C:3]=1[CH2:24][NH:25][C:28](=[O:29])[N:27]([CH3:31])[CH3:26]. The yield is 0.600. (3) The product is [CH:38]1([NH:33][C:34]([NH:5][C:4]2[CH:6]=[CH:7][C:8]([O:9][C:10]3[CH:15]=[CH:14][N:13]=[C:12]4[CH:16]=[C:17]([C:19]5[CH:20]=[N:21][N:22]([CH2:24][CH2:25][N:26]6[CH2:27][CH2:28][N:29]([CH3:32])[CH2:30][CH2:31]6)[CH:23]=5)[S:18][C:11]=34)=[C:2]([F:1])[CH:3]=2)=[O:41])[CH2:36][CH2:37]1. The yield is 0.120. The reactants are [F:1][C:2]1[CH:3]=[C:4]([CH:6]=[CH:7][C:8]=1[O:9][C:10]1[CH:15]=[CH:14][N:13]=[C:12]2[CH:16]=[C:17]([C:19]3[CH:20]=[N:21][N:22]([CH2:24][CH2:25][N:26]4[CH2:31][CH2:30][N:29]([CH3:32])[CH2:28][CH2:27]4)[CH:23]=3)[S:18][C:11]=12)[NH2:5].[N:33]1[CH:38]=[CH:37][CH:36]=C[CH:34]=1.ClC(OC1C=CC=CC=1)=[O:41].C1(N)CC1. The catalyst is CN(C=O)C.